From a dataset of Peptide-MHC class I binding affinity with 185,985 pairs from IEDB/IMGT. Regression. Given a peptide amino acid sequence and an MHC pseudo amino acid sequence, predict their binding affinity value. This is MHC class I binding data. (1) The peptide sequence is RLGWRTLDF. The MHC is HLA-B39:01 with pseudo-sequence HLA-B39:01. The binding affinity (normalized) is 0.0847. (2) The peptide sequence is RLTDTEYRAR. The MHC is HLA-A11:01 with pseudo-sequence HLA-A11:01. The binding affinity (normalized) is 0.383. (3) The peptide sequence is ILQEMSETY. The MHC is HLA-A11:01 with pseudo-sequence HLA-A11:01. The binding affinity (normalized) is 0.0847. (4) The peptide sequence is HSKRKCDEL. The MHC is HLA-A02:03 with pseudo-sequence HLA-A02:03. The binding affinity (normalized) is 0.129. (5) The peptide sequence is MTREASREY. The MHC is HLA-B07:02 with pseudo-sequence HLA-B07:02. The binding affinity (normalized) is 0.292. (6) The MHC is Mamu-A2201 with pseudo-sequence Mamu-A2201. The peptide sequence is FPFKCAAAF. The binding affinity (normalized) is 0.836.